This data is from Forward reaction prediction with 1.9M reactions from USPTO patents (1976-2016). The task is: Predict the product of the given reaction. (1) Given the reactants [CH3:1][O:2][C:3]1[CH:8]=[C:7]([N+:9]([O-:11])=[O:10])[CH:6]=[CH:5][C:4]=1[N:12]=[C:13]=[O:14].[NH2:15][C:16]1[CH:21]=[CH:20][CH:19]=[CH:18][CH:17]=1, predict the reaction product. The product is: [CH3:1][O:2][C:3]1[CH:8]=[C:7]([N+:9]([O-:11])=[O:10])[CH:6]=[CH:5][C:4]=1[NH:12][C:13]([NH:15][C:16]1[CH:21]=[CH:20][CH:19]=[CH:18][CH:17]=1)=[O:14]. (2) Given the reactants [OH:1][C:2]1[CH:7]=[CH:6][C:5]([C:8]2[CH:13]=[CH:12][C:11]([CH3:14])=[CH:10][CH:9]=2)=[CH:4][CH:3]=1.[P:15](Cl)(Cl)(Cl)=[O:16].Cl.[CH:21]([O:24][C:25](=[O:29])[C@H:26]([CH3:28])[NH2:27])([CH3:23])[CH3:22].FC1C(O)=C(F)C(F)=C(F)C=1F.[F:42][C@:43]1([CH3:59])[C@H:47]([OH:48])[C@@H:46]([CH2:49][OH:50])[O:45][C@H:44]1[N:51]1[CH:58]=[CH:57][C:55](=[O:56])[NH:54][C:52]1=[O:53], predict the reaction product. The product is: [CH:21]([O:24][C:25](=[O:29])[C@@H:26]([NH:27][P:15]([O:1][C:2]1[CH:3]=[CH:4][C:5]([C:8]2[CH:13]=[CH:12][C:11]([CH3:14])=[CH:10][CH:9]=2)=[CH:6][CH:7]=1)([O:50][CH2:49][C@@H:46]1[C@@H:47]([OH:48])[C@:43]([F:42])([CH3:59])[C@H:44]([N:51]2[CH:58]=[CH:57][C:55](=[O:56])[NH:54][C:52]2=[O:53])[O:45]1)=[O:16])[CH3:28])([CH3:23])[CH3:22]. (3) Given the reactants [F:1][C:2]1[CH:3]=[C:4]([C:8]2[CH:9]=[CH:10][C:11](/[CH:14]=[CH:15]/[CH:16]=O)=[N:12][CH:13]=2)[CH:5]=[CH:6][CH:7]=1.[OH:18][C@@H:19]1[CH2:23][NH:22][C@H:21]([C:24](O)=O)[CH2:20]1.[CH3:27][N:28]1[C:32](=[O:33])C=[CH:30][C:29]1=[O:34], predict the reaction product. The product is: [F:1][C:2]1[CH:3]=[C:4]([C:8]2[CH:9]=[CH:10][C:11](/[CH:14]=[CH:15]/[CH:16]3[N:22]4[CH:21]([CH2:20][CH:19]([OH:18])[CH2:23]4)[CH:24]4[C:32](=[O:33])[N:28]([CH3:27])[C:29](=[O:34])[C@H:30]34)=[N:12][CH:13]=2)[CH:5]=[CH:6][CH:7]=1. (4) The product is: [Br:24][C:20]1[CH:19]=[C:18]([C@@H:17]2[C@:16]([C:27]3[CH:32]=[CH:31][C:30]([Cl:33])=[CH:29][C:28]=3[F:34])([C:25]#[N:26])[C@H:15]([CH2:35][C:36]([CH3:39])([CH3:38])[CH3:37])[NH:14][C@H:13]2[C:11]([NH:10][C:7]2[CH:6]=[CH:5][C:4]([C:3]([OH:40])=[O:2])=[CH:9][CH:8]=2)=[O:12])[CH:23]=[CH:22][CH:21]=1. Given the reactants C[O:2][C:3](=[O:40])[C:4]1[CH:9]=[CH:8][C:7]([NH:10][C:11]([C@H:13]2[C@H:17]([C:18]3[CH:23]=[CH:22][CH:21]=[C:20]([Br:24])[CH:19]=3)[C@:16]([C:27]3[CH:32]=[CH:31][C:30]([Cl:33])=[CH:29][C:28]=3[F:34])([C:25]#[N:26])[C@H:15]([CH2:35][C:36]([CH3:39])([CH3:38])[CH3:37])[NH:14]2)=[O:12])=[CH:6][CH:5]=1.[OH-].[Na+].CO.Cl, predict the reaction product. (5) Given the reactants [C:1]([O:5][C:6](=[O:35])[CH2:7][O:8][C:9]1[C:18]2[CH2:17][CH2:16][CH2:15][C@@H:14]([N:19]([S:21]([C:24]3[CH:29]=[C:28]([C:30]([F:33])([F:32])[F:31])[CH:27]=[C:26](F)[CH:25]=3)(=[O:23])=[O:22])[CH3:20])[C:13]=2[CH:12]=[CH:11][CH:10]=1)([CH3:4])([CH3:3])[CH3:2].[CH:36]1([SH:41])[CH2:40][CH2:39][CH2:38][CH2:37]1, predict the reaction product. The product is: [C:1]([O:5][C:6](=[O:35])[CH2:7][O:8][C:9]1[C:18]2[CH2:17][CH2:16][CH2:15][C@@H:14]([N:19]([S:21]([C:24]3[CH:29]=[C:28]([C:30]([F:33])([F:31])[F:32])[CH:27]=[C:26]([S:41][CH:36]4[CH2:40][CH2:39][CH2:38][CH2:37]4)[CH:25]=3)(=[O:22])=[O:23])[CH3:20])[C:13]=2[CH:12]=[CH:11][CH:10]=1)([CH3:2])([CH3:4])[CH3:3]. (6) The product is: [CH3:27][S:28]([O:1][CH2:2][C:3]1[CH2:5][C:4]=1[CH2:6][CH3:7])(=[O:30])=[O:29]. Given the reactants [OH:1][CH2:2][C:3]1[CH2:5][C:4]=1[CH2:6][CH3:7].C1(CCCC2OCCCO2)CC=1.C(N(CC)CC)C.[CH3:27][S:28](Cl)(=[O:30])=[O:29], predict the reaction product. (7) Given the reactants [C:1]([O-:20])(=[O:19])[CH2:2][CH2:3][CH2:4][CH2:5][CH2:6][CH2:7][CH2:8][CH2:9][CH2:10][CH2:11][CH2:12][CH2:13][CH2:14][CH2:15][CH2:16][CH2:17][CH3:18].[Ca+2].[C:1]([O-:20])(=[O:19])[CH2:2][CH2:3][CH2:4][CH2:5][CH2:6][CH2:7][CH2:8][CH2:9][CH2:10][CH2:11][CH2:12][CH2:13][CH2:14][CH2:15][CH2:16][CH2:17][CH3:18].[OH-].[Na+:43], predict the reaction product. The product is: [C:1]([O-:20])(=[O:19])[CH2:2][CH2:3][CH2:4][CH2:5][CH2:6][CH2:7][CH2:8][CH2:9][CH2:10][CH2:11][CH2:12][CH2:13][CH2:14][CH2:15][CH2:16][CH2:17][CH3:18].[Na+:43].